Dataset: Reaction yield outcomes from USPTO patents with 853,638 reactions. Task: Predict the reaction yield, written as a fraction of the theoretical maximum amount of product (1.0 means a 100% yield; for example, 0.34 means a 34% yield). The reactants are [CH2:1]([N:5]1[CH:9]=[C:8]([C:10]([O:12]C)=O)[N:7]=[N:6]1)[CH2:2][C:3]#[CH:4].[N:14]1[CH:19]=[CH:18][CH:17]=[CH:16][C:15]=1[CH2:20][NH2:21]. The yield is 0.560. The product is [CH2:1]([N:5]1[CH:9]=[C:8]([C:10]([NH:21][CH2:20][C:15]2[CH:16]=[CH:17][CH:18]=[CH:19][N:14]=2)=[O:12])[N:7]=[N:6]1)[CH2:2][C:3]#[CH:4]. The catalyst is CO.